From a dataset of Retrosynthesis with 50K atom-mapped reactions and 10 reaction types from USPTO. Predict the reactants needed to synthesize the given product. (1) Given the product CCCc1cc(C)[nH]c(=O)c1CNC(=O)c1cc(CCC(=O)OCC)cc2c1c(C)cn2C(C)C, predict the reactants needed to synthesize it. The reactants are: CCCc1cc(C)[nH]c(=O)c1CNC(=O)c1cc(/C=C/C(=O)OCC)cc2c1c(C)cn2C(C)C. (2) Given the product CC(C)(C)OC(=O)N1CCC(C#N)(NC(=O)c2ccc(Cl)cc2)CC1, predict the reactants needed to synthesize it. The reactants are: CC(C)(C)OC(=O)N1CCC(N)(C#N)CC1.O=C(Cl)c1ccc(Cl)cc1.